Dataset: NCI-60 drug combinations with 297,098 pairs across 59 cell lines. Task: Regression. Given two drug SMILES strings and cell line genomic features, predict the synergy score measuring deviation from expected non-interaction effect. (1) Drug 1: CC1=C(C(=CC=C1)Cl)NC(=O)C2=CN=C(S2)NC3=CC(=NC(=N3)C)N4CCN(CC4)CCO. Drug 2: CCC1(CC2CC(C3=C(CCN(C2)C1)C4=CC=CC=C4N3)(C5=C(C=C6C(=C5)C78CCN9C7C(C=CC9)(C(C(C8N6C)(C(=O)OC)O)OC(=O)C)CC)OC)C(=O)OC)O.OS(=O)(=O)O. Cell line: M14. Synergy scores: CSS=2.12, Synergy_ZIP=0.159, Synergy_Bliss=0.857, Synergy_Loewe=-1.32, Synergy_HSA=-0.534. (2) Drug 1: CC=C1C(=O)NC(C(=O)OC2CC(=O)NC(C(=O)NC(CSSCCC=C2)C(=O)N1)C(C)C)C(C)C. Drug 2: CCN(CC)CCNC(=O)C1=C(NC(=C1C)C=C2C3=C(C=CC(=C3)F)NC2=O)C. Cell line: DU-145. Synergy scores: CSS=56.5, Synergy_ZIP=-2.41, Synergy_Bliss=-4.53, Synergy_Loewe=-66.5, Synergy_HSA=-4.15. (3) Drug 1: CC12CCC(CC1=CCC3C2CCC4(C3CC=C4C5=CN=CC=C5)C)O. Drug 2: CC=C1C(=O)NC(C(=O)OC2CC(=O)NC(C(=O)NC(CSSCCC=C2)C(=O)N1)C(C)C)C(C)C. Cell line: UACC62. Synergy scores: CSS=57.8, Synergy_ZIP=-3.72, Synergy_Bliss=-7.81, Synergy_Loewe=-45.7, Synergy_HSA=-6.78. (4) Drug 1: C1CC(C1)(C(=O)O)C(=O)O.[NH2-].[NH2-].[Pt+2]. Drug 2: CN(C(=O)NC(C=O)C(C(C(CO)O)O)O)N=O. Cell line: HT29. Synergy scores: CSS=2.38, Synergy_ZIP=-0.624, Synergy_Bliss=-1.85, Synergy_Loewe=-3.69, Synergy_HSA=-2.62. (5) Drug 1: CC1CCC2CC(C(=CC=CC=CC(CC(C(=O)C(C(C(=CC(C(=O)CC(OC(=O)C3CCCCN3C(=O)C(=O)C1(O2)O)C(C)CC4CCC(C(C4)OC)O)C)C)O)OC)C)C)C)OC. Drug 2: CC(C)CN1C=NC2=C1C3=CC=CC=C3N=C2N. Cell line: HT29. Synergy scores: CSS=15.9, Synergy_ZIP=-4.14, Synergy_Bliss=-0.267, Synergy_Loewe=0.752, Synergy_HSA=0.109.